From a dataset of Catalyst prediction with 721,799 reactions and 888 catalyst types from USPTO. Predict which catalyst facilitates the given reaction. Reactant: [CH3:1][CH:2]([NH:22][C:23]1[S:24][CH:25]=[C:26]([C:28]2[CH:33]=[CH:32][CH:31]=[CH:30][CH:29]=2)[N:27]=1)[C:3]1[CH:21]=[CH:20][C:6]([CH2:7][O:8][C:9]2[CH:14]=[CH:13][C:12]([CH2:15][C:16]([O:18]C)=[O:17])=[CH:11][CH:10]=2)=[CH:5][CH:4]=1.[OH-].[Na+].CO.Cl. Product: [CH3:1][CH:2]([NH:22][C:23]1[S:24][CH:25]=[C:26]([C:28]2[CH:33]=[CH:32][CH:31]=[CH:30][CH:29]=2)[N:27]=1)[C:3]1[CH:4]=[CH:5][C:6]([CH2:7][O:8][C:9]2[CH:10]=[CH:11][C:12]([CH2:15][C:16]([OH:18])=[O:17])=[CH:13][CH:14]=2)=[CH:20][CH:21]=1. The catalyst class is: 132.